From a dataset of Reaction yield outcomes from USPTO patents with 853,638 reactions. Predict the reaction yield, written as a fraction of the theoretical maximum amount of product (1.0 means a 100% yield; for example, 0.34 means a 34% yield). The reactants are [N:1]([C:4]1[CH:5]=[C:6]([CH:11]=[CH:12][CH:13]=1)[C:7]([O:9][CH3:10])=[O:8])=[C:2]=[S:3].[N+]([O-])(O)=O.[CH3:18][C:19]1[CH:23]=[C:22]([CH3:24])[N:21]([C:25]([NH2:27])=[NH:26])[N:20]=1.[OH-].[K+]. The catalyst is CN(C=O)C.C(OCC)(=O)C. The product is [CH3:18][C:19]1[CH:23]=[C:22]([CH3:24])[N:21]([C:25](=[NH:26])[NH:27][C:2](=[S:3])[NH:1][C:4]2[CH:5]=[C:6]([CH:11]=[CH:12][CH:13]=2)[C:7]([O:9][CH3:10])=[O:8])[N:20]=1. The yield is 0.610.